Dataset: Reaction yield outcomes from USPTO patents with 853,638 reactions. Task: Predict the reaction yield, written as a fraction of the theoretical maximum amount of product (1.0 means a 100% yield; for example, 0.34 means a 34% yield). (1) The reactants are NC1C=CC(C2C=NN(CCCO)C=2)=CC=1C(N(CC)CC)=O.[NH2:24][C:25]1[C:26]([C:40]([NH:42][CH3:43])=[O:41])=[N:27][C:28](B2OC(C)(C)C(C)(C)O2)=[CH:29][CH:30]=1.Br[C:45]1[C:46]([Cl:54])=[N:47][N:48]([CH2:50][CH2:51][CH2:52][OH:53])[CH:49]=1. No catalyst specified. The product is [NH2:24][C:25]1[C:26]([C:40]([NH:42][CH3:43])=[O:41])=[N:27][C:28]([C:45]2[C:46]([Cl:54])=[N:47][N:48]([CH2:50][CH2:51][CH2:52][OH:53])[CH:49]=2)=[CH:29][CH:30]=1. The yield is 0.520. (2) The reactants are [NH2:1][C:2]1[S:3][C:4]2[C:10](=[O:11])[CH2:9][C:8]([CH3:13])([CH3:12])[CH2:7][C:5]=2[N:6]=1.C1N=[CH:17][N:16]([C:19](N2C=NC=C2)=[O:20])[CH:15]=1.C1CCN2C(=NCCC2)CC1.CNC. The catalyst is C(#N)C. The product is [CH3:12][C:8]1([CH3:13])[CH2:7][C:5]2[N:6]=[C:2]([NH:1][C:19](=[O:20])[N:16]([CH3:17])[CH3:15])[S:3][C:4]=2[C:10](=[O:11])[CH2:9]1. The yield is 0.820. (3) The reactants are [OH:1][C:2]1[N:7]=[CH:6][C:5]([NH:8][C:9](=[O:14])[C:10]([CH3:13])([CH3:12])[CH3:11])=[CH:4][CH:3]=1.[CH3:15][N:16]([C:20]1[CH:25]=[CH:24][CH:23]=[CH:22][CH:21]=1)[C:17](Cl)=[O:18].N12CCN(CC1)CC2.O. The catalyst is CN(C)C=O. The product is [CH3:12][C:10]([CH3:11])([CH3:13])[C:9]([NH:8][C:5]1[CH:4]=[CH:3][C:2]([O:1][C:17](=[O:18])[N:16]([CH3:15])[C:20]2[CH:25]=[CH:24][CH:23]=[CH:22][CH:21]=2)=[N:7][CH:6]=1)=[O:14]. The yield is 0.560.